This data is from Full USPTO retrosynthesis dataset with 1.9M reactions from patents (1976-2016). The task is: Predict the reactants needed to synthesize the given product. (1) Given the product [NH2:1][C:2]1[C:3]([C:9]([NH:16][CH2:14][CH3:15])=[O:11])=[N:4][C:5]([Br:8])=[CH:6][CH:7]=1, predict the reactants needed to synthesize it. The reactants are: [NH2:1][C:2]1[C:3]([C:9]([O:11]CC)=O)=[N:4][C:5]([Br:8])=[CH:6][CH:7]=1.[CH2:14]([NH2:16])[CH3:15].C1COCC1. (2) Given the product [Br:8][C:9]1[CH:17]=[C:16]([C:18]([N:5]2[CH2:6][CH2:7][N:2]([CH3:1])[CH2:3][CH2:4]2)=[O:20])[CH:15]=[C:14]2[C:10]=1[CH:11]=[CH:12][NH:13]2, predict the reactants needed to synthesize it. The reactants are: [CH3:1][N:2]1[CH2:7][CH2:6][NH:5][CH2:4][CH2:3]1.[Br:8][C:9]1[CH:17]=[C:16]([C:18]([OH:20])=O)[CH:15]=[C:14]2[C:10]=1[CH:11]=[CH:12][NH:13]2.C(N(CC)CC)C.CN(C(ON1N=NC2C=CC=CC1=2)=[N+](C)C)C.F[P-](F)(F)(F)(F)F. (3) Given the product [N:31]1([C:8]2[CH:13]=[CH:12][C:11]([C:14]3[O:18][C:17]([C:19]4[CH:20]=[C:21]([CH:26]=[CH:27][CH:28]=4)[C:22]([O:24][CH3:25])=[O:23])=[N:16][N:15]=3)=[CH:10][CH:9]=2)[CH2:36][CH2:35][O:34][CH2:33][CH2:32]1, predict the reactants needed to synthesize it. The reactants are: C([O-])([O-])=O.[Cs+].[Cs+].Br[C:8]1[CH:13]=[CH:12][C:11]([C:14]2[O:18][C:17]([C:19]3[CH:20]=[C:21]([CH:26]=[CH:27][CH:28]=3)[C:22]([O:24][CH3:25])=[O:23])=[N:16][N:15]=2)=[CH:10][CH:9]=1.N#N.[NH:31]1[CH2:36][CH2:35][O:34][CH2:33][CH2:32]1. (4) Given the product [CH3:1][C:2]1[CH:7]=[C:6]([CH3:8])[CH:5]=[C:4]([CH3:9])[C:3]=1[S:10]([O:12][CH3:16])(=[O:14])=[O:11], predict the reactants needed to synthesize it. The reactants are: [CH3:1][C:2]1[CH:7]=[C:6]([CH3:8])[CH:5]=[C:4]([CH3:9])[C:3]=1[S:10](Cl)(=[O:12])=[O:11].[OH-:14].[Na+].[CH3:16]O. (5) The reactants are: [NH2:1][C:2]1[CH:7]=[CH:6][C:5]([CH2:8][CH2:9][CH2:10][CH2:11][O:12][C:13]2[CH:18]=[CH:17][C:16]([CH2:19][C@H:20]([O:24][CH2:25][CH3:26])[C:21]([OH:23])=[O:22])=[CH:15][CH:14]=2)=[CH:4][CH:3]=1.[C:27]([O:31][C:32]([NH:34][C:35](=[N:38][C:39]([O:41][C:42]([CH3:45])([CH3:44])[CH3:43])=[O:40])SC)=[O:33])([CH3:30])([CH3:29])[CH3:28].C(N(CC)C(C)C)(C)C.C(Cl)Cl. Given the product [C:42]([O:41][C:39]([NH:38][C:35]([NH:1][C:2]1[CH:3]=[CH:4][C:5]([CH2:8][CH2:9][CH2:10][CH2:11][O:12][C:13]2[CH:14]=[CH:15][C:16]([CH2:19][C@H:20]([O:24][CH2:25][CH3:26])[C:21]([OH:23])=[O:22])=[CH:17][CH:18]=2)=[CH:6][CH:7]=1)=[N:34][C:32]([O:31][C:27]([CH3:30])([CH3:29])[CH3:28])=[O:33])=[O:40])([CH3:45])([CH3:44])[CH3:43], predict the reactants needed to synthesize it. (6) Given the product [CH2:21]([NH:28][C@@H:7]1[CH2:6][C@H:5]([C:12]2[CH:17]=[CH:16][N:15]=[CH:14][C:13]=2[N+:18]([O-:20])=[O:19])[O:4][C@H:3]([CH2:1][CH3:2])[C@@:8]1([CH3:9])[OH:10])[C:22]1[CH:27]=[CH:26][CH:25]=[CH:24][CH:23]=1, predict the reactants needed to synthesize it. The reactants are: [CH2:1]([C@@H:3]1[C@:8]([OH:10])([CH3:9])[C:7](=O)[CH2:6][C@@H:5]([C:12]2[CH:17]=[CH:16][N:15]=[CH:14][C:13]=2[N+:18]([O-:20])=[O:19])[O:4]1)[CH3:2].[CH2:21]([NH2:28])[C:22]1[CH:27]=[CH:26][CH:25]=[CH:24][CH:23]=1.[Li+].[BH4-]. (7) Given the product [CH2:16]([N:18]([CH2:19][CH2:20][OH:21])[C:2](=[O:3])[C:6]1[CH:7]=[CH:8][C:9]([CH:10]=[O:12])=[CH:14][CH:15]=1)[CH3:17], predict the reactants needed to synthesize it. The reactants are: O1CC[O:3][CH:2]1[C:6]1[CH:15]=[CH:14][C:9]([C:10]([O:12]C)=O)=[CH:8][CH:7]=1.[CH2:16]([NH:18][CH2:19][CH2:20][OH:21])[CH3:17]. (8) Given the product [F:29][C:27]1[CH:26]=[CH:25][C:24]([NH:30][C:31]2[C:32]3[C:39]([CH3:40])=[C:38]([C:41]([O:43][CH3:44])=[O:42])[S:37][C:33]=3[N:34]=[CH:35][N:36]=2)=[C:23]([O:22][CH:19]2[CH2:20][CH2:21][C:16](=[O:15])[CH2:17][CH2:18]2)[CH:28]=1, predict the reactants needed to synthesize it. The reactants are: C1(C)C=CC(S(O)(=O)=O)=CC=1.O1[C:16]2([CH2:21][CH2:20][CH:19]([O:22][C:23]3[CH:28]=[C:27]([F:29])[CH:26]=[CH:25][C:24]=3[NH:30][C:31]3[C:32]4[C:39]([CH3:40])=[C:38]([C:41]([O:43][CH3:44])=[O:42])[S:37][C:33]=4[N:34]=[CH:35][N:36]=3)[CH2:18][CH2:17]2)[O:15]CC1.C([O-])([O-])=O.[Na+].[Na+]. (9) Given the product [Br:30][C:7]1[C:8](=[O:24])[N:9]([CH2:13][C:14]2[CH:23]=[CH:22][C:17]([C:18]([O:20][CH3:21])=[O:19])=[CH:16][N:15]=2)[C:10]([CH3:12])=[CH:11][C:6]=1[O:5][CH2:4][C:3]1[CH:25]=[CH:26][C:27]([F:29])=[CH:28][C:2]=1[F:1], predict the reactants needed to synthesize it. The reactants are: [F:1][C:2]1[CH:28]=[C:27]([F:29])[CH:26]=[CH:25][C:3]=1[CH2:4][O:5][C:6]1[CH:11]=[C:10]([CH3:12])[N:9]([CH2:13][C:14]2[CH:23]=[CH:22][C:17]([C:18]([O:20][CH3:21])=[O:19])=[CH:16][N:15]=2)[C:8](=[O:24])[CH:7]=1.[Br:30]N1C(=O)CCC1=O.C(=O)(O)[O-].[Na+]. (10) Given the product [CH3:42][O:41][C:39](=[O:40])[NH:38][CH:34]([C:33]([N:29]1[CH2:30][CH2:31][CH2:32][CH:28]1[C:25]1[N:24]([CH2:44][O:45][CH2:46][CH2:47][Si:48]([CH3:50])([CH3:51])[CH3:49])[C:23]([C:20]2[CH:21]=[CH:22][C:17]([N:14]3[CH2:13][CH2:12][NH:11][CH2:16][CH2:15]3)=[CH:18][CH:19]=2)=[CH:27][N:26]=1)=[O:43])[CH:35]([CH3:37])[CH3:36], predict the reactants needed to synthesize it. The reactants are: C(OC([N:11]1[CH2:16][CH2:15][N:14]([C:17]2[CH:22]=[CH:21][C:20]([C:23]3[N:24]([CH2:44][O:45][CH2:46][CH2:47][Si:48]([CH3:51])([CH3:50])[CH3:49])[C:25]([CH:28]4[CH2:32][CH2:31][CH2:30][N:29]4[C:33](=[O:43])[CH:34]([NH:38][C:39]([O:41][CH3:42])=[O:40])[CH:35]([CH3:37])[CH3:36])=[N:26][CH:27]=3)=[CH:19][CH:18]=2)[CH2:13][CH2:12]1)=O)C1C=CC=CC=1.